From a dataset of Full USPTO retrosynthesis dataset with 1.9M reactions from patents (1976-2016). Predict the reactants needed to synthesize the given product. (1) The reactants are: [F:1][C:2]1[CH:3]=[C:4]([CH2:9][C@@H:10]([C:12]2N(C3C=CC(OC)=CC=3)C=CN=2)[NH2:11])[CH:5]=[C:6]([F:8])[CH:7]=1.[Cl:25][C:26]1[CH:31]=[CH:30][C:29]([C:32]2[O:33]C(/C=N\S(C(C)(C)C)=O)=[CH:35][N:36]=2)=[CH:28][CH:27]=1. Given the product [ClH:25].[Cl:25][C:26]1[CH:27]=[CH:28][C:29]([C:32]2[O:33][C:12]([CH:10]([NH2:11])[CH2:9][C:4]3[CH:5]=[C:6]([F:8])[CH:7]=[C:2]([F:1])[CH:3]=3)=[CH:35][N:36]=2)=[CH:30][CH:31]=1, predict the reactants needed to synthesize it. (2) Given the product [CH3:72][N:63]1[CH:49]=[C:44]([C:14]2[CH:13]=[CH:12][C:11]3[N:7]([C:5]4[S:4][C:3]([C:22]([O:24][CH3:25])=[O:23])=[C:2]([O:1][CH2:41][C:28]5[CH:27]=[CH:32][CH:31]=[CH:30][CH:29]=5)[CH:6]=4)[CH:8]=[N:9][C:10]=3[CH:15]=2)[CH:45]=[N:64]1, predict the reactants needed to synthesize it. The reactants are: [OH:1][C:2]1[CH:6]=[C:5]([N:7]2[C:11]3[CH:12]=[CH:13][C:14](C4C=CN(C)N=4)=[CH:15][C:10]=3[N:9]=[CH:8]2)[S:4][C:3]=1[C:22]([O:24][CH3:25])=[O:23].Cl[C:27]1[C:32](O[Si](C(C)(C)C)(C)C)=[CH:31][CH:30]=[CH:29][C:28]=1[C@@H:41](O)C.[C:44]1(P(C2C=CC=CC=2)C2C=CC=CC=2)[CH:49]=CC=C[CH:45]=1.[N:63]([C:72](OC(C)(C)C)=O)=[N:64]C(OC(C)(C)C)=O. (3) Given the product [CH2:39]([O:38][C:36]([C:29]1[C:30]([C:32]([F:34])([F:35])[F:33])=[N:31][C:26]([N:9]2[CH2:8][CH2:7][N:6]3[C:10]4[CH:16]=[C:15]([S:17]([CH3:20])(=[O:19])=[O:18])[C:14]([C:21]([O:23][CH3:24])=[O:22])=[CH:13][C:11]=4[N:12]=[C:5]3[C@H:4]2[CH:1]([CH3:3])[CH3:2])=[N:27][CH:28]=1)=[O:37])[CH3:40], predict the reactants needed to synthesize it. The reactants are: [CH:1]([C@H:4]1[NH:9][CH2:8][CH2:7][N:6]2[C:10]3[CH:16]=[C:15]([S:17]([CH3:20])(=[O:19])=[O:18])[C:14]([C:21]([O:23][CH3:24])=[O:22])=[CH:13][C:11]=3[N:12]=[C:5]12)([CH3:3])[CH3:2].Cl[C:26]1[N:31]=[C:30]([C:32]([F:35])([F:34])[F:33])[C:29]([C:36]([O:38][CH2:39][CH3:40])=[O:37])=[CH:28][N:27]=1.CCN(C(C)C)C(C)C.O. (4) Given the product [F:1][C:2]([F:18])([F:17])[CH:3]1[CH2:8][CH2:7][C:6]([C:9]2[N:14]=[CH:13][N:12]=[C:11]([CH2:15][N:20]3[C:21](=[O:28])[C:22]4[C:27](=[CH:26][CH:25]=[CH:24][CH:23]=4)[C:19]3=[O:29])[CH:10]=2)=[CH:5][CH2:4]1, predict the reactants needed to synthesize it. The reactants are: [F:1][C:2]([F:18])([F:17])[CH:3]1[CH2:8][CH2:7][C:6]([C:9]2[N:14]=[CH:13][N:12]=[C:11]([CH2:15]O)[CH:10]=2)=[CH:5][CH2:4]1.[C:19]1(=[O:29])[C:27]2[C:22](=[CH:23][CH:24]=[CH:25][CH:26]=2)[C:21](=[O:28])[NH:20]1.CC(OC(/N=N/C(OC(C)C)=O)=O)C.C1C=CC(P(C2C=CC=CC=2)C2C=CC=CC=2)=CC=1. (5) Given the product [CH2:12]([O:11][C:9]([N:6]1[CH2:7][CH2:8][CH:3]([CH2:2][NH:1][C:24]([O:23][C:19]([CH3:22])([CH3:21])[CH3:20])=[O:25])[CH2:4][CH2:5]1)=[O:10])[C:13]1[CH:14]=[CH:15][CH:16]=[CH:17][CH:18]=1, predict the reactants needed to synthesize it. The reactants are: [NH2:1][CH2:2][CH:3]1[CH2:8][CH2:7][N:6]([C:9]([O:11][CH2:12][C:13]2[CH:18]=[CH:17][CH:16]=[CH:15][CH:14]=2)=[O:10])[CH2:5][CH2:4]1.[C:19]([O:23][C:24](O[C:24]([O:23][C:19]([CH3:22])([CH3:21])[CH3:20])=[O:25])=[O:25])([CH3:22])([CH3:21])[CH3:20]. (6) Given the product [Cl:11][C:12]1[CH:18]=[CH:17][C:16]([O:19][CH3:20])=[CH:15][C:13]=1[NH:14][C:6]1[CH:5]=[C:4]([CH3:9])[N:3]=[C:2]([NH2:1])[N:7]=1, predict the reactants needed to synthesize it. The reactants are: [NH2:1][C:2]1[N:7]=[C:6](Cl)[CH:5]=[C:4]([CH3:9])[N:3]=1.Cl.[Cl:11][C:12]1[CH:18]=[CH:17][C:16]([O:19][CH3:20])=[CH:15][C:13]=1[NH2:14]. (7) Given the product [OH:22][C:21]1[CH:20]=[C:19]([OH:40])[C:18]([CH:23]([CH3:24])[CH3:25])=[CH:17][C:16]=1[C:11]1[N:10]([C:6]2[CH:5]=[C:4]3[C:9](=[CH:8][CH:7]=2)[CH2:1][C:2](=[O:30])[CH2:3]3)[C:14]([SH:15])=[N:13][N:12]=1, predict the reactants needed to synthesize it. The reactants are: [CH2:1]1[C:9]2[C:4](=[CH:5][C:6]([N:10]3[C:14]([SH:15])=[N:13][N:12]=[C:11]3[C:16]3[C:21]([OH:22])=[CH:20][CH:19]=[C:18]([CH:23]([CH3:25])[CH3:24])[C:17]=3O)=[CH:7][CH:8]=2)[CH2:3][C:2]21[O:30]CCO2.O.CC1C=CC(S(O)(=O)=[O:40])=CC=1. (8) Given the product [N+:18]([C:21]1[CH:22]=[CH:23][C:24]([C:25]([O:27][C@@:28]([C:29]2[N:3]=[N:2][N:1]([CH2:4][C:5]3[CH:14]=[C:13]4[C:8]([C:9]([Cl:17])=[CH:10][C:11]([C:15]#[N:16])=[N:12]4)=[CH:7][CH:6]=3)[CH:30]=2)([C:31]([F:32])([F:33])[F:34])[CH2:35][CH3:36])=[O:26])=[CH:37][CH:38]=1)([O-:20])=[O:19], predict the reactants needed to synthesize it. The reactants are: [N:1]([CH2:4][C:5]1[CH:14]=[C:13]2[C:8]([C:9]([Cl:17])=[CH:10][C:11]([C:15]#[N:16])=[N:12]2)=[CH:7][CH:6]=1)=[N+:2]=[N-:3].[N+:18]([C:21]1[CH:38]=[CH:37][C:24]([C:25]([O:27][C:28]([CH2:35][CH3:36])([C:31]([F:34])([F:33])[F:32])[C:29]#[CH:30])=[O:26])=[CH:23][CH:22]=1)([O-:20])=[O:19].C(N(C(C)C)CC)(C)C. (9) Given the product [N:35]1([CH2:9][C:8]2[C:4]([CH:1]3[CH2:2][CH2:3]3)=[N:5][N:6]([C:11]3[CH:16]=[CH:15][N:14]=[C:13]([NH:17][C:18]4[C:19]([O:32][CH3:33])=[CH:20][C:21]([N:27]5[CH2:31][CH2:30][CH2:29][CH2:28]5)=[C:22]([NH:24][C:19](=[O:32])[CH:18]=[CH2:23])[CH:23]=4)[N:12]=3)[CH:7]=2)[CH2:38][CH2:37][CH2:36]1, predict the reactants needed to synthesize it. The reactants are: [CH:1]1([C:4]2[C:8]([CH:9]=O)=[CH:7][N:6]([C:11]3[CH:16]=[CH:15][N:14]=[C:13]([NH:17][C:18]4[CH:23]=[C:22]([N+:24]([O-])=O)[C:21]([N:27]5[CH2:31][CH2:30][CH2:29][CH2:28]5)=[CH:20][C:19]=4[O:32][CH3:33])[N:12]=3)[N:5]=2)[CH2:3][CH2:2]1.Cl.[NH:35]1[CH2:38][CH2:37][CH2:36]1. (10) Given the product [CH2:14]([S:17][C:18]1[CH:26]=[CH:25][CH:24]=[CH:23][C:19]=1[C:20]1[N:2]([CH3:1])[C:3]2=[N:4][CH:5]=[C:6]([C:10]([F:11])([F:12])[F:13])[CH:7]=[C:8]2[N:9]=1)[CH:15]=[CH2:16], predict the reactants needed to synthesize it. The reactants are: [CH3:1][NH:2][C:3]1[C:8]([NH2:9])=[CH:7][C:6]([C:10]([F:13])([F:12])[F:11])=[CH:5][N:4]=1.[CH2:14]([S:17][C:18]1[CH:26]=[CH:25][CH:24]=[CH:23][C:19]=1[C:20](O)=O)[CH:15]=[CH2:16].CCN=C=NCCCN(C)C.